From a dataset of Full USPTO retrosynthesis dataset with 1.9M reactions from patents (1976-2016). Predict the reactants needed to synthesize the given product. (1) Given the product [Br:1][C:2]1[CH:3]=[C:4]2[C:9](=[N:10][CH:11]=1)[NH:8][C:7](=[O:12])[CH:6]([CH2:13][OH:14])[CH2:5]2, predict the reactants needed to synthesize it. The reactants are: [Br:1][C:2]1[CH:3]=[C:4]2[C:9](=[N:10][CH:11]=1)[NH:8][C:7](=[O:12])[CH:6]([C:13](OC)=[O:14])[CH2:5]2.[BH4-].[Na+]. (2) Given the product [C:11]1([CH:17]([C:19]2[CH:20]=[CH:21][CH:22]=[CH:23][CH:24]=2)[C:5]2[O:1][C:2]([C:6]([O:8][CH2:9][CH3:10])=[O:7])=[CH:3][CH:4]=2)[CH:16]=[CH:15][CH:14]=[CH:13][CH:12]=1, predict the reactants needed to synthesize it. The reactants are: [O:1]1[CH:5]=[CH:4][CH:3]=[C:2]1[C:6]([O:8][CH2:9][CH3:10])=[O:7].[C:11]1([CH:17]([C:19]2[CH:24]=[CH:23][CH:22]=[CH:21][CH:20]=2)O)[CH:16]=[CH:15][CH:14]=[CH:13][CH:12]=1. (3) Given the product [Cl:25][C:5]1[CH:6]=[CH:7][CH:8]=[C:9]2[C:4]=1[N:3]=[C:2]([C:31]1[CH:30]=[CH:29][CH:28]=[C:27]([F:26])[C:32]=1[F:33])[C:11]([C@@H:12]([NH:14][C:15]([C:16]1[CH:17]=[CH:18][CH:19]=[CH:20][C:21]=1[C:22]([OH:23])=[O:38])=[O:24])[CH3:13])=[CH:10]2, predict the reactants needed to synthesize it. The reactants are: Cl[C:2]1[C:11]([C@@H:12]([N:14]2[C:22](=[O:23])[C:21]3[C:16](=[CH:17][CH:18]=[CH:19][CH:20]=3)[C:15]2=[O:24])[CH3:13])=[CH:10][C:9]2[C:4](=[C:5]([Cl:25])[CH:6]=[CH:7][CH:8]=2)[N:3]=1.[F:26][C:27]1[C:32]([F:33])=[CH:31][CH:30]=[CH:29][C:28]=1B(O)O.C(O)(O)=[O:38].C(#N)C.O. (4) Given the product [C:9]1([C:29]2[CH:34]=[CH:33][CH:32]=[CH:31][CH:30]=2)[CH:10]=[CH:11][C:12]([O:15][C:16]([N:18]2[CH:24]3[CH2:23][CH2:22][N:21]([CH2:26][CH2:25]3)[CH2:20][CH2:19]2)=[O:17])=[CH:13][CH:14]=1, predict the reactants needed to synthesize it. The reactants are: CC1(C)C(C)(C)OB([C:9]2[CH:14]=[CH:13][C:12]([O:15][C:16]([N:18]3[CH:24]4[CH2:25][CH2:26][N:21]([CH2:22][CH2:23]4)[CH2:20][CH2:19]3)=[O:17])=[CH:11][CH:10]=2)O1.Br[C:29]1[CH:34]=[CH:33][CH:32]=[CH:31][CH:30]=1.P([O-])([O-])([O-])=O.[K+].[K+].[K+]. (5) Given the product [OH:20][CH2:18][CH2:17][C:16]1[O:21][N:23]=[C:24]([C:26]2[CH:27]=[CH:28][C:29]([CH3:44])=[C:30]([NH:32][C:33]([C:35]3[N:39]4[CH:40]=[CH:41][CH:42]=[CH:43][C:38]4=[N:37][CH:36]=3)=[O:34])[CH:31]=2)[N:25]=1, predict the reactants needed to synthesize it. The reactants are: C(C1NC=CN=1)(C1NC=CN=1)=O.C(O[C:16](=[O:21])[CH2:17][C:18]([OH:20])=O)C.O[N:23]=[C:24]([C:26]1[CH:27]=[CH:28][C:29]([CH3:44])=[C:30]([NH:32][C:33]([C:35]2[N:39]3[CH:40]=[CH:41][CH:42]=[CH:43][C:38]3=[N:37][CH:36]=2)=[O:34])[CH:31]=1)[NH2:25].[BH4-].[Na+]. (6) Given the product [Cl:1][C:2]1[N:7]=[CH:6][C:5]([NH2:8])=[C:4]([C:10]2[CH:15]=[CH:14][CH:13]=[CH:12][CH:11]=2)[CH:3]=1, predict the reactants needed to synthesize it. The reactants are: [Cl:1][C:2]1[N:7]=[CH:6][C:5]([NH2:8])=[C:4](I)[CH:3]=1.[C:10]1(B(O)O)[CH:15]=[CH:14][CH:13]=[CH:12][CH:11]=1.C([O-])([O-])=O.[Na+].[Na+].C1(C)C=CC=CC=1. (7) Given the product [N:17]1[CH:18]=[CH:19][N:20]=[CH:21][C:16]=1[NH:15][C:13]([N:7]1[C@@H:8]2[CH2:12][N:11]([CH2:10][CH2:9]2)[C:5]2[CH:4]=[CH:3][C:2]([C:31]3[CH:36]=[CH:35][N:34]=[C:33]([C:37]([F:40])([F:39])[F:38])[N:32]=3)=[N:22][C:6]1=2)=[O:14], predict the reactants needed to synthesize it. The reactants are: Cl[C:2]1[CH:3]=[CH:4][C:5]2[N:11]3[CH2:12][C@H:8]([CH2:9][CH2:10]3)[N:7]([C:13]([NH:15][C:16]3[CH:21]=[N:20][CH:19]=[CH:18][N:17]=3)=[O:14])[C:6]=2[N:22]=1.CC1(C)C(C)(C)OB([C:31]2[CH:36]=[CH:35][N:34]=[C:33]([C:37]([F:40])([F:39])[F:38])[N:32]=2)O1.[O-]P([O-])([O-])=O.[K+].[K+].[K+].CC(C1C=C(C(C)C)C(C2C=CC=CC=2P(C2CCCCC2)C2CCCCC2)=C(C(C)C)C=1)C. (8) Given the product [NH2:3][C:4]1[N:9]=[CH:8][C:7]([CH2:10][C@@H:11]([C:15]2[N:16]=[CH:17][N:18]([CH2:25][C:26]3[CH:30]=[C:29]([C:31]4[S:32][C:33]([Cl:36])=[CH:34][CH:35]=4)[O:28][N:27]=3)[CH:19]=2)[C:12]([O:14][CH2:37][CH3:38])=[O:13])=[CH:6][CH:5]=1, predict the reactants needed to synthesize it. The reactants are: [H-].[Na+].[NH2:3][C:4]1[N:9]=[CH:8][C:7]([CH2:10][CH:11]([C:15]2[N:16]=[CH:17][NH:18][CH:19]=2)[C:12]([OH:14])=[O:13])=[CH:6][CH:5]=1.CS(O[CH2:25][C:26]1[CH:30]=[C:29]([C:31]2[S:32][C:33]([Cl:36])=[CH:34][CH:35]=2)[O:28][N:27]=1)(=O)=O.[C:37](OCC)(=O)[CH3:38].